Task: Predict the reactants needed to synthesize the given product.. Dataset: Full USPTO retrosynthesis dataset with 1.9M reactions from patents (1976-2016) (1) Given the product [F:34][C:35]1[CH:40]=[CH:39][CH:38]=[CH:37][C:36]=1[N:41]1[CH2:46][CH2:45][N:44]([C:4](=[O:5])[C@:3]([C@H:7]([C:18]2[CH:23]=[CH:22][CH:21]=[CH:20][C:19]=2[O:24][CH3:25])[C:8]2[C:17]3[C:12](=[CH:13][CH:14]=[CH:15][CH:16]=3)[CH:11]=[CH:10][CH:9]=2)([CH3:26])[C:1]#[N:2])[CH2:43][CH2:42]1, predict the reactants needed to synthesize it. The reactants are: [C:1]([C@:3]([CH3:26])([C@H:7]([C:18]1[CH:23]=[CH:22][CH:21]=[CH:20][C:19]=1[O:24][CH3:25])[C:8]1[C:17]2[C:12](=[CH:13][CH:14]=[CH:15][CH:16]=2)[CH:11]=[CH:10][CH:9]=1)[C:4](O)=[O:5])#[N:2].C(Cl)(=O)C(Cl)=O.Cl.[F:34][C:35]1[CH:40]=[CH:39][CH:38]=[CH:37][C:36]=1[N:41]1[CH2:46][CH2:45][NH:44][CH2:43][CH2:42]1.C(N(CC)CC)C. (2) Given the product [O:15]1[C@@H:2]2[C@H:13]1[CH2:14][C@H:5]([C:6]([O:7][CH2:8][CH3:9])=[O:10])[CH2:4][CH2:3]2, predict the reactants needed to synthesize it. The reactants are: I[C@H:2]1[C@H:8]2[CH2:9][C@H:5]([C:6](=[O:10])[O:7]2)[CH2:4][CH2:3]1.[OH-].[Na+].[CH2:13]([OH:15])[CH3:14]. (3) Given the product [CH:2]([C:3]1[CH:4]=[C:5]([CH:10]=[C:11]([O:13][CH3:14])[CH:12]=1)[C:6]([O:8][CH3:9])=[O:7])=[O:1], predict the reactants needed to synthesize it. The reactants are: [OH:1][CH2:2][C:3]1[CH:4]=[C:5]([CH:10]=[C:11]([O:13][CH3:14])[CH:12]=1)[C:6]([O:8][CH3:9])=[O:7].CC(OI1(OC(C)=O)(OC(C)=O)OC(=O)C2C=CC=CC1=2)=O.[O-]S([O-])(=S)=O.[Na+].[Na+].C([O-])(O)=O.[Na+].